This data is from Full USPTO retrosynthesis dataset with 1.9M reactions from patents (1976-2016). The task is: Predict the reactants needed to synthesize the given product. (1) Given the product [N:35]1[C:27]([NH:1][C@H:2]([C:8]2[N:17]([C:18]3[CH:19]=[CH:20][CH:21]=[CH:22][CH:23]=3)[C:16](=[O:24])[C:15]3[C:10](=[CH:11][CH:12]=[CH:13][C:14]=3[F:25])[N:9]=2)[CH2:3][C:4]([F:6])([F:5])[F:7])=[C:28]2[C:32]([NH:31][CH:30]=[N:29]2)=[N:33][CH:34]=1, predict the reactants needed to synthesize it. The reactants are: [NH2:1][C@H:2]([C:8]1[N:17]([C:18]2[CH:23]=[CH:22][CH:21]=[CH:20][CH:19]=2)[C:16](=[O:24])[C:15]2[C:10](=[CH:11][CH:12]=[CH:13][C:14]=2[F:25])[N:9]=1)[CH2:3][C:4]([F:7])([F:6])[F:5].Br[C:27]1[N:35]=[CH:34][N:33]=[C:32]2[C:28]=1[N:29]=[CH:30][NH:31]2.C(N(C(C)C)CC)(C)C. (2) Given the product [CH2:23]([CH2:24][NH2:26])[OH:22].[OH:22][CH2:23][C@H:24]([NH:26][C:3]([C:5]1[O:9][N:8]=[C:7]([O:10][CH2:11][C:12]2[C:13]([CH2:18][CH2:19][CH2:20][CH3:21])=[N:14][O:15][C:16]=2[CH3:17])[CH:6]=1)=[O:4])[CH3:25], predict the reactants needed to synthesize it. The reactants are: CO[C:3]([C:5]1[O:9][N:8]=[C:7]([O:10][CH2:11][C:12]2[C:13]([CH2:18][CH2:19][CH2:20][CH3:21])=[N:14][O:15][C:16]=2[CH3:17])[CH:6]=1)=[O:4].[OH:22][CH2:23][C@H:24]([NH2:26])[CH3:25]. (3) Given the product [F:1][C:2]1[CH:3]=[C:4]2[C:9](=[CH:10][C:11]=1[CH2:12][C:24]([CH3:25])([OH:23])[CH3:18])[N:8]=[C:7]([CH3:17])[CH:6]=[CH:5]2, predict the reactants needed to synthesize it. The reactants are: [F:1][C:2]1[CH:3]=[C:4]2[C:9](=[CH:10][C:11]=1[CH2:12]C(OC)=O)[N:8]=[C:7]([CH3:17])[CH:6]=[CH:5]2.[CH3:18][Mg+].[Br-].CC[O:23][CH2:24][CH3:25]. (4) Given the product [C:17]([O:21][C:22]([N:24]1[CH2:29][CH2:28][N:27]([C:2]2[CH:7]=[CH:6][C:5]([N+:8]([O-:10])=[O:9])=[CH:4][N:3]=2)[CH2:26][CH2:25]1)=[O:23])([CH3:20])([CH3:18])[CH3:19], predict the reactants needed to synthesize it. The reactants are: Br[C:2]1[CH:7]=[CH:6][C:5]([N+:8]([O-:10])=[O:9])=[CH:4][N:3]=1.C(=O)([O-])[O-].[K+].[K+].[C:17]([O:21][C:22]([N:24]1[CH2:29][CH2:28][NH:27][CH2:26][CH2:25]1)=[O:23])([CH3:20])([CH3:19])[CH3:18]. (5) Given the product [Br:1][CH2:2][CH2:3][NH:4][C:5](=[O:6])[O:7][C:8]([CH3:11])([CH3:10])[CH3:9], predict the reactants needed to synthesize it. The reactants are: [Br:1][CH2:2][CH2:3][NH2:4].[C:5](O[C:5]([O:7][C:8]([CH3:11])([CH3:10])[CH3:9])=[O:6])([O:7][C:8]([CH3:11])([CH3:10])[CH3:9])=[O:6].C([O-])(O)=O.[Na+]. (6) The reactants are: C(OC(=O)[NH:7][CH2:8][C:9]1[C:10]([CH3:33])=[N:11][C:12]([N:15]2[CH2:19][CH2:18][C:17]([C:24]3[CH:29]=[C:28]([Cl:30])[C:27]([Cl:31])=[C:26]([Cl:32])[CH:25]=3)([C:20]([F:23])([F:22])[F:21])[CH2:16]2)=[CH:13][CH:14]=1)(C)(C)C.C(O)C.Cl.[OH-].[Na+]. Given the product [CH3:33][C:10]1[C:9]([CH2:8][NH2:7])=[CH:14][CH:13]=[C:12]([N:15]2[CH2:19][CH2:18][C:17]([C:24]3[CH:25]=[C:26]([Cl:32])[C:27]([Cl:31])=[C:28]([Cl:30])[CH:29]=3)([C:20]([F:22])([F:23])[F:21])[CH2:16]2)[N:11]=1, predict the reactants needed to synthesize it.